Dataset: Full USPTO retrosynthesis dataset with 1.9M reactions from patents (1976-2016). Task: Predict the reactants needed to synthesize the given product. (1) Given the product [C:43]([C:42]1[CH:41]=[CH:40][C:39]([N:38]2[C:34]([C:2]3[C:3]([CH3:28])=[C:4]([C:18]4[CH:23]=[CH:22][CH:21]=[C:20]([C:24]([F:27])([F:26])[F:25])[CH:19]=4)[C:5]4[N:6]([CH:8]=[C:9]([NH:11][C:12](=[O:17])[C:13]([F:16])([F:14])[F:15])[N:10]=4)[CH:7]=3)=[CH:35][CH:36]=[N:37]2)=[CH:46][CH:45]=1)#[N:44], predict the reactants needed to synthesize it. The reactants are: Br[C:2]1[C:3]([CH3:28])=[C:4]([C:18]2[CH:23]=[CH:22][CH:21]=[C:20]([C:24]([F:27])([F:26])[F:25])[CH:19]=2)[C:5]2[N:6]([CH:8]=[C:9]([NH:11][C:12](=[O:17])[C:13]([F:16])([F:15])[F:14])[N:10]=2)[CH:7]=1.C([Sn](CCCC)(CCCC)[C:34]1[N:38]([C:39]2[CH:46]=[CH:45][C:42]([C:43]#[N:44])=[CH:41][CH:40]=2)[N:37]=[CH:36][CH:35]=1)CCC. (2) Given the product [CH2:43]([N:42]([CH2:40][CH3:41])[C:19]([C@@H:12]1[C:13]2[C:18](=[CH:17][CH:16]=[CH:15][CH:14]=2)[N:9]([C:7](=[O:8])[C:6]2[CH:5]=[CH:4][C:3]([O:2][CH3:1])=[CH:24][CH:23]=2)[C@@H:10]([CH3:22])[CH2:11]1)=[O:20])[C:44]1[CH:49]=[CH:48][CH:47]=[CH:46][CH:45]=1, predict the reactants needed to synthesize it. The reactants are: [CH3:1][O:2][C:3]1[CH:24]=[CH:23][C:6]([C:7]([N:9]2[C:18]3[C:13](=[CH:14][CH:15]=[CH:16][CH:17]=3)[CH:12]([C:19](O)=[O:20])[CH2:11][CH:10]2[CH3:22])=[O:8])=[CH:5][CH:4]=1.C(Cl)(=O)C(Cl)=O.C(N(C(C)C)CC)(C)C.[CH2:40]([NH:42][CH2:43][C:44]1[CH:49]=[CH:48][CH:47]=[CH:46][CH:45]=1)[CH3:41]. (3) Given the product [CH3:1][N:2]1[C:7](=[O:8])[C:6]2=[C:9]([C:23]3[CH:24]=[CH:25][N:26]=[CH:27][CH:28]=3)[N:10]([CH2:12][C:13]3[C:22]4[C:17](=[CH:18][CH:19]=[CH:20][CH:21]=4)[CH:16]=[CH:15][CH:14]=3)[N:11]=[C:5]2[N:4]([CH2:31][C:32]2[CH:33]=[C:34]([CH:39]=[CH:40][CH:41]=2)[C:35]([O:37][CH3:38])=[O:36])[C:3]1=[O:29], predict the reactants needed to synthesize it. The reactants are: [CH3:1][N:2]1[C:7](=[O:8])[C:6]2=[C:9]([C:23]3[CH:28]=[CH:27][N:26]=[CH:25][CH:24]=3)[N:10]([CH2:12][C:13]3[C:22]4[C:17](=[CH:18][CH:19]=[CH:20][CH:21]=4)[CH:16]=[CH:15][CH:14]=3)[N:11]=[C:5]2[NH:4][C:3]1=[O:29].Br[CH2:31][C:32]1[CH:33]=[C:34]([CH:39]=[CH:40][CH:41]=1)[C:35]([O:37][CH3:38])=[O:36].C(=O)([O-])[O-].[K+].[K+]. (4) Given the product [F:32][C:31]1[CH:30]=[C:29]2[C:25]([CH:26]=[N:27][NH:28]2)=[CH:24][C:23]=1[NH:22][C:17]([C:10]1[CH:9]([C:6]2[CH:5]=[CH:4][C:3]([C:2]([F:21])([F:20])[F:1])=[CH:8][CH:7]=2)[CH2:14][C:13](=[O:15])[NH:12][C:11]=1[CH3:16])=[O:18], predict the reactants needed to synthesize it. The reactants are: [F:1][C:2]([F:21])([F:20])[C:3]1[CH:8]=[CH:7][C:6]([CH:9]2[CH2:14][C:13](=[O:15])[NH:12][C:11]([CH3:16])=[C:10]2[C:17](O)=[O:18])=[CH:5][CH:4]=1.[NH2:22][C:23]1[CH:24]=[C:25]2[C:29](=[CH:30][C:31]=1[F:32])[NH:28][N:27]=[CH:26]2.C(Cl)CCl.CCN(CC)CC. (5) The reactants are: CC1C=CC(S(O[CH2:12][CH:13]2[CH2:17][C:16]3[CH:18]=[C:19]([Cl:28])[CH:20]=[C:21]([C:22]4[CH:27]=[CH:26][CH:25]=[CH:24][CH:23]=4)[C:15]=3[O:14]2)(=O)=O)=CC=1.[N-:29]=[N+:30]=[N-:31].[Na+].N(CC1CC2C=C(Cl)C=C(C3C=CSC=3)C=2O1)=[N+]=[N-]. Given the product [N:29]([CH2:12][CH:13]1[CH2:17][C:16]2[CH:18]=[C:19]([Cl:28])[CH:20]=[C:21]([C:22]3[CH:27]=[CH:26][CH:25]=[CH:24][CH:23]=3)[C:15]=2[O:14]1)=[N+:30]=[N-:31], predict the reactants needed to synthesize it. (6) Given the product [Cl:4][C:5]1[CH:6]=[C:7]([C:13]2[CH:17]=[CH:16][N:15]([CH2:18][C@@H:19]([NH:21][C:22]([C:24]3[NH:28][N:27]=[C:26]([C:29]4[N:30]=[CH:31][NH:32][CH:33]=4)[CH:25]=3)=[O:23])[CH3:20])[N:14]=2)[CH:8]=[CH:9][C:10]=1[C:11]#[N:12], predict the reactants needed to synthesize it. The reactants are: C(O)=O.[Cl:4][C:5]1[CH:6]=[C:7]([C:13]2[CH:17]=[CH:16][N:15]([CH2:18][C@@H:19]([NH:21][C:22]([C:24]3[NH:28][N:27]=[C:26]([C:29]4[N:30]=[CH:31][N:32](C(C5C=CC=CC=5)(C5C=CC=CC=5)C5C=CC=CC=5)[CH:33]=4)[CH:25]=3)=[O:23])[CH3:20])[N:14]=2)[CH:8]=[CH:9][C:10]=1[C:11]#[N:12]. (7) Given the product [S:13]1[C:17]2[CH:18]=[CH:19][CH:20]=[CH:21][C:16]=2[CH:15]=[C:14]1[C:2]1[CH:7]=[CH:6][CH:5]=[CH:4][C:3]=1[CH2:8][C:9]([O:11][CH3:12])=[O:10], predict the reactants needed to synthesize it. The reactants are: Br[C:2]1[CH:7]=[CH:6][CH:5]=[CH:4][C:3]=1[CH2:8][C:9]([O:11][CH3:12])=[O:10].[S:13]1[C:17]2[CH:18]=[CH:19][CH:20]=[CH:21][C:16]=2[CH:15]=[C:14]1B(O)O.[F-].[Cs+].